Dataset: Full USPTO retrosynthesis dataset with 1.9M reactions from patents (1976-2016). Task: Predict the reactants needed to synthesize the given product. (1) Given the product [F:8][C:6]1[CH:7]=[C:2]([C:28]2[CH:27]=[N:26][C:25]([O:24][CH3:23])=[N:30][CH:29]=2)[CH:3]=[C:4]([F:22])[C:5]=1[C:9]([N:11]1[CH2:15][CH2:14][CH2:13][C@H:12]1[CH2:16][N:17]1[CH2:21][CH2:20][CH2:19][CH2:18]1)=[O:10], predict the reactants needed to synthesize it. The reactants are: Br[C:2]1[CH:7]=[C:6]([F:8])[C:5]([C:9]([N:11]2[CH2:15][CH2:14][CH2:13][C@H:12]2[CH2:16][N:17]2[CH2:21][CH2:20][CH2:19][CH2:18]2)=[O:10])=[C:4]([F:22])[CH:3]=1.[CH3:23][O:24][C:25]1[N:30]=[CH:29][C:28](B(O)O)=[CH:27][N:26]=1. (2) Given the product [F:9][C:10]([F:21])([F:20])[C:11]1[CH:16]=[CH:15][CH:14]=[CH:13][C:12]=1[C:2]1[CH:8]=[CH:7][C:5]([NH2:6])=[CH:4][CH:3]=1, predict the reactants needed to synthesize it. The reactants are: I[C:2]1[CH:8]=[CH:7][C:5]([NH2:6])=[CH:4][CH:3]=1.[F:9][C:10]([F:21])([F:20])[C:11]1[CH:16]=[CH:15][CH:14]=[CH:13][C:12]=1B(O)O.C([O-])([O-])=O.[Na+].[Na+]. (3) Given the product [Cl:28][C:25]1[CH:26]=[CH:27][C:22]([NH:21][C:19]([C:18]2[C:13]([S:11][CH2:10][CH2:9][C:6]3[CH:7]=[CH:8][N:3]=[CH:4][CH:5]=3)=[N:14][CH:15]=[CH:16][CH:17]=2)=[O:20])=[CH:23][CH:24]=1, predict the reactants needed to synthesize it. The reactants are: [H-].[Na+].[N:3]1[CH:8]=[CH:7][C:6]([CH2:9][CH2:10][SH:11])=[CH:5][CH:4]=1.Cl[C:13]1[C:18]([C:19]([NH:21][C:22]2[CH:27]=[CH:26][C:25]([Cl:28])=[CH:24][CH:23]=2)=[O:20])=[CH:17][CH:16]=[CH:15][N:14]=1.C(OCC)(=O)C.